Dataset: Forward reaction prediction with 1.9M reactions from USPTO patents (1976-2016). Task: Predict the product of the given reaction. (1) Given the reactants [CH:1]([C:4]1[CH:19]=[CH:18][C:7]([CH2:8][C:9]2[C:14]([CH3:15])=[CH:13][C:12]([CH3:16])=[CH:11][C:10]=2[OH:17])=[CH:6][CH:5]=1)([CH3:3])[CH3:2].C(=O)([O-])[O-].[K+].[K+].Cl[CH2:27][C:28](=[O:30])[CH3:29].[I-].[K+], predict the reaction product. The product is: [CH:1]([C:4]1[CH:19]=[CH:18][C:7]([CH2:8][C:9]2[C:14]([CH3:15])=[CH:13][C:12]([CH3:16])=[CH:11][C:10]=2[O:17][CH2:27][C:28]([CH3:29])=[O:30])=[CH:6][CH:5]=1)([CH3:3])[CH3:2]. (2) Given the reactants [OH-].[K+].[CH:3]1[C:11]2[C:10]3[CH:12]=[CH:13][CH:14]=[CH:15][C:9]=3[CH:8]=[CH:7][C:6]=2[NH:5][C:4]=1[C:16]([O:18]CC)=[O:17], predict the reaction product. The product is: [CH:3]1[C:11]2[C:10]3[CH:12]=[CH:13][CH:14]=[CH:15][C:9]=3[CH:8]=[CH:7][C:6]=2[NH:5][C:4]=1[C:16]([OH:18])=[O:17]. (3) The product is: [CH3:42][S:43]([O:29][CH:27]([C:18]1[C:19]([CH:22]([O:25][CH3:26])[O:23][CH3:24])=[N:20][C:21]2[N:12]([C:10](=[O:11])[NH:9][C:6]3[CH:5]=[C:4]([NH:30][CH2:31][CH2:32][O:33][CH3:34])[C:3]([C:1]#[N:2])=[CH:8][N:7]=3)[CH2:13][CH2:14][CH2:15][C:16]=2[CH:17]=1)[CH3:28])(=[O:45])=[O:44]. Given the reactants [C:1]([C:3]1[C:4]([NH:30][CH2:31][CH2:32][O:33][CH3:34])=[CH:5][C:6]([NH:9][C:10]([N:12]2[C:21]3[C:16](=[CH:17][C:18]([CH:27]([OH:29])[CH3:28])=[C:19]([CH:22]([O:25][CH3:26])[O:23][CH3:24])[N:20]=3)[CH2:15][CH2:14][CH2:13]2)=[O:11])=[N:7][CH:8]=1)#[N:2].CCN(CC)CC.[CH3:42][S:43](Cl)(=[O:45])=[O:44].CO, predict the reaction product. (4) Given the reactants [NH2:1][C:2]1[CH:7]=[CH:6][C:5]([C:8]2[C:16]3[C:15]([NH2:17])=[N:14][CH:13]=[N:12][C:11]=3[S:10][CH:9]=2)=[CH:4][CH:3]=1.[F:18][C:19]1[CH:24]=[CH:23][C:22]([C:25]([F:28])([F:27])[F:26])=[CH:21][C:20]=1[N:29]=[C:30]=[O:31].CO.C(N(CC)CC)C, predict the reaction product. The product is: [NH2:17][C:15]1[C:16]2[C:8]([C:5]3[CH:4]=[CH:3][C:2]([NH:1][C:30]([NH:29][C:20]4[CH:21]=[C:22]([C:25]([F:26])([F:28])[F:27])[CH:23]=[CH:24][C:19]=4[F:18])=[O:31])=[CH:7][CH:6]=3)=[CH:9][S:10][C:11]=2[N:12]=[CH:13][N:14]=1.